Predict the product of the given reaction. From a dataset of Forward reaction prediction with 1.9M reactions from USPTO patents (1976-2016). (1) Given the reactants [Cl:1][C:2]1[CH:7]=[CH:6][C:5]([C:8]2([N:14]3[CH2:19][CH2:18][N:17]([CH2:20][C:21]([O:23]C)=[O:22])[C@H:16]([CH3:25])[CH2:15]3)[CH2:13][CH2:12][CH2:11][CH2:10][CH2:9]2)=[CH:4][CH:3]=1.O[Li].O, predict the reaction product. The product is: [Cl:1][C:2]1[CH:7]=[CH:6][C:5]([C:8]2([N:14]3[CH2:19][CH2:18][N:17]([CH2:20][C:21]([OH:23])=[O:22])[C@H:16]([CH3:25])[CH2:15]3)[CH2:13][CH2:12][CH2:11][CH2:10][CH2:9]2)=[CH:4][CH:3]=1. (2) Given the reactants CS(O[CH:6]([C:8]1[CH:9]=[N:10][C:11]([NH:40][C:41]2[CH:42]=[N:43][C:44]([O:48][CH3:49])=[C:45]([F:47])[CH:46]=2)=[C:12]([C:14]2[N:19]=[C:18]([N:20]([CH2:30][C:31]3[CH:36]=[CH:35][C:34]([O:37][CH3:38])=[CH:33][CH:32]=3)[CH2:21][C:22]3[CH:27]=[CH:26][C:25]([O:28][CH3:29])=[CH:24][CH:23]=3)[N:17]=[C:16]([CH3:39])[N:15]=2)[CH:13]=1)[CH3:7])(=O)=O.CC#N.CC1(C)CCCC(C)(C)N1.[CH3:63][C@@H:64]1[NH:69][CH2:68][CH2:67][N:66]([C:70]([O:72][C:73]([CH3:76])([CH3:75])[CH3:74])=[O:71])[CH2:65]1, predict the reaction product. The product is: [CH3:29][O:28][C:25]1[CH:24]=[CH:23][C:22]([CH2:21][N:20]([CH2:30][C:31]2[CH:32]=[CH:33][C:34]([O:37][CH3:38])=[CH:35][CH:36]=2)[C:18]2[N:17]=[C:16]([CH3:39])[N:15]=[C:14]([C:12]3[CH:13]=[C:8]([C@@H:6]([N:69]4[CH2:68][CH2:67][N:66]([C:70]([O:72][C:73]([CH3:76])([CH3:75])[CH3:74])=[O:71])[CH2:65][C@@H:64]4[CH3:63])[CH3:7])[CH:9]=[N:10][C:11]=3[NH:40][C:41]3[CH:42]=[N:43][C:44]([O:48][CH3:49])=[C:45]([F:47])[CH:46]=3)[N:19]=2)=[CH:27][CH:26]=1.[CH3:29][O:28][C:25]1[CH:24]=[CH:23][C:22]([CH2:21][N:20]([CH2:30][C:31]2[CH:32]=[CH:33][C:34]([O:37][CH3:38])=[CH:35][CH:36]=2)[C:18]2[N:17]=[C:16]([CH3:39])[N:15]=[C:14]([C:12]3[CH:13]=[C:8]([C@H:6]([N:69]4[CH2:68][CH2:67][N:66]([C:70]([O:72][C:73]([CH3:76])([CH3:75])[CH3:74])=[O:71])[CH2:65][C@@H:64]4[CH3:63])[CH3:7])[CH:9]=[N:10][C:11]=3[NH:40][C:41]3[CH:42]=[N:43][C:44]([O:48][CH3:49])=[C:45]([F:47])[CH:46]=3)[N:19]=2)=[CH:27][CH:26]=1. (3) Given the reactants Br[C:2]1[C:10]2[C:5](=[CH:6][C:7]([C:11](=[O:13])C)=[CH:8][CH:9]=2)[N:4]([C:14]2[CH:19]=[CH:18][C:17]([CH3:20])=[CH:16][CH:15]=2)[CH:3]=1.[Cl:21][C:22]1[CH:27]=[CH:26][CH:25]=[CH:24][C:23]=1B(O)O.[C:31](=O)([O-])[O-:32].[Cs+].[Cs+], predict the reaction product. The product is: [Cl:21][C:22]1[CH:27]=[CH:26][CH:25]=[CH:24][C:23]=1[C:2]1[C:10]2[C:5](=[CH:6][C:7]([C:11]([O:32][CH3:31])=[O:13])=[CH:8][CH:9]=2)[N:4]([C:14]2[CH:15]=[CH:16][C:17]([CH3:20])=[CH:18][CH:19]=2)[CH:3]=1.